This data is from Forward reaction prediction with 1.9M reactions from USPTO patents (1976-2016). The task is: Predict the product of the given reaction. (1) Given the reactants Cl[CH2:2][CH2:3][CH2:4][CH2:5][C:6]1([CH2:16][CH3:17])[C:14]2[C:9](=[CH:10][CH:11]=[CH:12][CH:13]=2)[NH:8][C:7]1=[O:15].[F:18][C:19]1[CH:24]=[CH:23][C:22]([N:25]2[CH2:30][CH2:29][NH:28][CH2:27][CH2:26]2)=[CH:21][CH:20]=1, predict the reaction product. The product is: [CH2:16]([C:6]1([CH2:5][CH2:4][CH2:3][CH2:2][N:28]2[CH2:27][CH2:26][N:25]([C:22]3[CH:21]=[CH:20][C:19]([F:18])=[CH:24][CH:23]=3)[CH2:30][CH2:29]2)[C:14]2[C:9](=[CH:10][CH:11]=[CH:12][CH:13]=2)[NH:8][C:7]1=[O:15])[CH3:17]. (2) Given the reactants [F:1][C:2]1[C:7]([F:8])=[CH:6][CH:5]=[CH:4][C:3]=1[CH2:9][CH2:10][C:11]1[CH:16]=[C:15]([OH:17])[N:14]2[N:18]=[C:19]([C:21]#[N:22])[CH:20]=[C:13]2[N:12]=1.[N-:23]=[N+:24]=[N-:25].[Na+].[Cl-].[NH4+], predict the reaction product. The product is: [F:1][C:2]1[C:7]([F:8])=[CH:6][CH:5]=[CH:4][C:3]=1[CH2:9][CH2:10][C:11]1[CH:16]=[C:15]([OH:17])[N:14]2[N:18]=[C:19]([C:21]3[NH:25][N:24]=[N:23][N:22]=3)[CH:20]=[C:13]2[N:12]=1. (3) Given the reactants Br[C:2]1[CH:9]=[CH:8][C:5]([C:6]#[N:7])=[C:4]([O:10][CH3:11])[CH:3]=1.[CH:12]([C:14]1[CH:15]=[C:16](B(O)O)[CH:17]=[CH:18][CH:19]=1)=[O:13], predict the reaction product. The product is: [CH:12]([C:14]1[CH:19]=[C:18]([C:2]2[CH:9]=[CH:8][C:5]([C:6]#[N:7])=[C:4]([O:10][CH3:11])[CH:3]=2)[CH:17]=[CH:16][CH:15]=1)=[O:13]. (4) Given the reactants [CH3:1][CH2:2][Mg+].[Br-].Br[C:6]1[CH:15]=[C:14](Br)[CH:13]=[CH:12][C:7]=1[C:8]([O:10][CH3:11])=[O:9].[CH2:17]1COC[CH2:18]1, predict the reaction product. The product is: [CH2:17]([C:6]1[CH:15]=[C:14]([CH2:2][CH3:1])[CH:13]=[CH:12][C:7]=1[C:8]([O:10][CH3:11])=[O:9])[CH3:18]. (5) Given the reactants [CH3:1][O:2][C:3]([CH:5]1[CH2:10][CH2:9][N:8]([S:11]([CH2:14][C:15]2[C:24]3[C:19](=[CH:20][CH:21]=[CH:22][CH:23]=3)[N:18]([CH2:25]C)[C:17]([CH3:28])([CH3:27])[CH:16]=2)(=[O:13])=[O:12])[CH2:7][CH2:6]1)=[O:4].CN1C2C(=CC=[C:37]([O:40]C)C=2)C(CS(Cl)(=O)=O)CC1(C)C.COC(C1CCNCC1)=O.C(Cl)(Cl)Cl, predict the reaction product. The product is: [CH3:1][O:2][C:3]([CH:5]1[CH2:10][CH2:9][N:8]([S:11]([CH2:14][CH:15]2[C:24]3[C:19](=[CH:20][C:21]([O:40][CH3:37])=[CH:22][CH:23]=3)[N:18]([CH3:25])[C:17]([CH3:27])([CH3:28])[CH2:16]2)(=[O:12])=[O:13])[CH2:7][CH2:6]1)=[O:4]. (6) Given the reactants [CH2:1]([O:3][C:4]([C:6]1[N:10]([CH2:11][C:12]2[CH:17]=[CH:16][C:15]([C:18]3[CH:23]=[CH:22][CH:21]=[CH:20][C:19]=3[C:24]3[N:28]([C:29]([C:42]4[CH:47]=[CH:46][CH:45]=[CH:44][CH:43]=4)([C:36]4[CH:41]=[CH:40][CH:39]=[CH:38][CH:37]=4)[C:30]4[CH:35]=[CH:34][CH:33]=[CH:32][CH:31]=4)[N:27]=[N:26][N:25]=3)=[CH:14][CH:13]=2)[C:9]([CH2:48][CH2:49][CH3:50])=[N:8][C:7]=1[C:51](Cl)([CH3:53])[CH3:52])=[O:5])[CH3:2].[SH:55][CH2:56][CH2:57][OH:58], predict the reaction product. The product is: [CH2:1]([O:3][C:4]([C:6]1[N:10]([CH2:11][C:12]2[CH:17]=[CH:16][C:15]([C:18]3[CH:23]=[CH:22][CH:21]=[CH:20][C:19]=3[C:24]3[N:28]([C:29]([C:42]4[CH:47]=[CH:46][CH:45]=[CH:44][CH:43]=4)([C:36]4[CH:41]=[CH:40][CH:39]=[CH:38][CH:37]=4)[C:30]4[CH:35]=[CH:34][CH:33]=[CH:32][CH:31]=4)[N:27]=[N:26][N:25]=3)=[CH:14][CH:13]=2)[C:9]([CH2:48][CH2:49][CH3:50])=[N:8][C:7]=1[C:51]([S:55][CH2:56][CH2:57][OH:58])([CH3:53])[CH3:52])=[O:5])[CH3:2]. (7) Given the reactants Br[C:2]1[CH:3]=[CH:4][C:5]([C@@H:8]([OH:10])[CH3:9])=[N:6][CH:7]=1.[F:11][C:12]1[CH:13]=[C:14]([N:27]2[CH2:31][C@H:30]([CH2:32][N:33]3[CH:37]=[CH:36][N:35]=[N:34]3)[O:29][C:28]2=[O:38])[CH:15]=[CH:16][C:17]=1B1OC(C)(C)C(C)(C)O1.C(=O)([O-])[O-].[Na+].[Na+], predict the reaction product. The product is: [F:11][C:12]1[CH:13]=[C:14]([N:27]2[CH2:31][C@H:30]([CH2:32][N:33]3[CH:37]=[CH:36][N:35]=[N:34]3)[O:29][C:28]2=[O:38])[CH:15]=[CH:16][C:17]=1[C:2]1[CH:7]=[N:6][C:5]([C@@H:8]([OH:10])[CH3:9])=[CH:4][CH:3]=1. (8) Given the reactants I[C:2]1[C:10]2[C:5](=[N:6][CH:7]=[N:8][C:9]=2[NH2:11])[N:4]([CH2:12][C:13]2[C:14]([C:24]3[CH:29]=[CH:28][CH:27]=[CH:26][C:25]=3[C:30]([F:33])([F:32])[F:31])=[N:15][C:16]3[C:21]([CH:22]=2)=[CH:20][CH:19]=[CH:18][C:17]=3[CH3:23])[N:3]=1.[OH:34][C:35]1[CH:36]=[C:37](B(O)O)[CH:38]=[CH:39][CH:40]=1.C(=O)([O-])[O-].[Na+].[Na+], predict the reaction product. The product is: [NH2:11][C:9]1[N:8]=[CH:7][N:6]=[C:5]2[N:4]([CH2:12][C:13]3[C:14]([C:24]4[CH:29]=[CH:28][CH:27]=[CH:26][C:25]=4[C:30]([F:31])([F:32])[F:33])=[N:15][C:16]4[C:21]([CH:22]=3)=[CH:20][CH:19]=[CH:18][C:17]=4[CH3:23])[N:3]=[C:2]([C:39]3[CH:40]=[C:35]([OH:34])[CH:36]=[CH:37][CH:38]=3)[C:10]=12.